This data is from Forward reaction prediction with 1.9M reactions from USPTO patents (1976-2016). The task is: Predict the product of the given reaction. (1) The product is: [Cl:34][C:30]1[C:29]([F:35])=[C:28]([NH:27][C:18]2[C:17]3[C:22](=[CH:23][C:24]([O:25][CH3:26])=[C:15]([O:14][C@@H:11]4[CH2:12][CH2:13][N:8]([C:6]([O:5][C:1]([CH3:4])([CH3:3])[CH3:2])=[O:7])[C@@H:9]([C:36]([NH:40][CH3:39])=[O:38])[CH2:10]4)[CH:16]=3)[N:21]=[CH:20][N:19]=2)[CH:33]=[CH:32][CH:31]=1. Given the reactants [C:1]([O:5][C:6]([N:8]1[CH2:13][CH2:12][C@@H:11]([O:14][C:15]2[CH:16]=[C:17]3[C:22](=[CH:23][C:24]=2[O:25][CH3:26])[N:21]=[CH:20][N:19]=[C:18]3[NH:27][C:28]2[CH:33]=[CH:32][CH:31]=[C:30]([Cl:34])[C:29]=2[F:35])[CH2:10][C@@H:9]1[C:36]([OH:38])=O)=[O:7])([CH3:4])([CH3:3])[CH3:2].[CH3:39][N:40]1CCOCC1.CN, predict the reaction product. (2) Given the reactants [Cl:1][C:2]1[CH:7]=[CH:6][C:5]([C:8]2[N:12]([CH:13]3[CH2:15][CH2:14]3)[C:11](=[O:16])[N:10]([CH2:17][C:18](O)=[O:19])[N:9]=2)=[CH:4][CH:3]=1.[C:21]1([C:27]([NH2:30])([CH3:29])[CH3:28])[CH:26]=[CH:25][CH:24]=[CH:23][CH:22]=1.C1C=CC2N(O)N=NC=2C=1.CCN=C=NCCCN(C)C.Cl, predict the reaction product. The product is: [Cl:1][C:2]1[CH:3]=[CH:4][C:5]([C:8]2[N:12]([CH:13]3[CH2:15][CH2:14]3)[C:11](=[O:16])[N:10]([CH2:17][C:18]([NH:30][C:27]([CH3:29])([C:21]3[CH:26]=[CH:25][CH:24]=[CH:23][CH:22]=3)[CH3:28])=[O:19])[N:9]=2)=[CH:6][CH:7]=1.